Dataset: Full USPTO retrosynthesis dataset with 1.9M reactions from patents (1976-2016). Task: Predict the reactants needed to synthesize the given product. Given the product [Br:15][C:9]1[N:2]2[N:1]=[CH:6][CH:5]=[N:4][C:3]2=[N:7][CH:8]=1, predict the reactants needed to synthesize it. The reactants are: [N:1]1[N:2]2[CH:9]=[CH:8][N:7]=[C:3]2[N:4]=[CH:5][CH:6]=1.C([O-])(=O)C.[Na+].[Br:15]Br.